From a dataset of Forward reaction prediction with 1.9M reactions from USPTO patents (1976-2016). Predict the product of the given reaction. Given the reactants [N:1]1([C:7]2[CH:8]=[C:9]3[C:13](=[CH:14][CH:15]=2)[NH:12][CH:11]=[CH:10]3)[CH2:6][CH2:5][NH:4][CH2:3][CH2:2]1.Br[CH2:17][CH2:18][C@H:19]1[C:27]2[C:22](=[CH:23][CH:24]=[CH:25][CH:26]=2)[N:21]([C:28]([NH2:30])=[O:29])[CH2:20]1.C(=O)([O-])[O-].[K+].[K+], predict the reaction product. The product is: [NH:12]1[C:13]2[C:9](=[CH:8][C:7]([N:1]3[CH2:6][CH2:5][N:4]([CH2:17][CH2:18][C@H:19]4[C:27]5[C:22](=[CH:23][CH:24]=[CH:25][CH:26]=5)[N:21]([C:28]([NH2:30])=[O:29])[CH2:20]4)[CH2:3][CH2:2]3)=[CH:15][CH:14]=2)[CH:10]=[CH:11]1.